From a dataset of Peptide-MHC class I binding affinity with 185,985 pairs from IEDB/IMGT. Regression. Given a peptide amino acid sequence and an MHC pseudo amino acid sequence, predict their binding affinity value. This is MHC class I binding data. (1) The peptide sequence is LVTARQKLK. The MHC is HLA-A80:01 with pseudo-sequence HLA-A80:01. The binding affinity (normalized) is 0.0847. (2) The peptide sequence is PAHKSQLV. The MHC is HLA-A02:02 with pseudo-sequence HLA-A02:02. The binding affinity (normalized) is 0. (3) The peptide sequence is KLIDIALSK. The MHC is HLA-A03:01 with pseudo-sequence HLA-A03:01. The binding affinity (normalized) is 0.403.